Task: Binary Classification. Given a drug SMILES string, predict its activity (active/inactive) in a high-throughput screening assay against a specified biological target.. Dataset: Tyrosyl-DNA phosphodiesterase HTS with 341,365 compounds (1) The molecule is O1c2c(OCC1)ccc(c2)c1nn(CC(=O)Nc2c(OC)cccc2)c(=O)cc1. The result is 0 (inactive). (2) The molecule is S(=O)(=O)(NC1=NCCCCC1)c1ccc(NC(=O)COC(=O)c2cc(OC)c(OC)c(OC)c2)cc1. The result is 0 (inactive). (3) The molecule is O(C(=O)c1c2c(n(nc2C)c2ccccc2)nc(c1)C)C. The result is 0 (inactive).